Predict the reactants needed to synthesize the given product. From a dataset of Full USPTO retrosynthesis dataset with 1.9M reactions from patents (1976-2016). Given the product [F:1][C:2]1[CH:3]=[C:4]([C:12]2[CH:17]=[CH:16][N:15]=[C:14]3[NH:18][C:19]([C:21]4[CH2:26][CH2:25][NH:24][CH2:23][CH:22]=4)=[CH:20][C:13]=23)[CH:5]=[CH:6][C:7]=1[C:8]([NH:9][CH3:10])=[O:11].[ClH:42], predict the reactants needed to synthesize it. The reactants are: [F:1][C:2]1[CH:3]=[C:4]([C:12]2[CH:17]=[CH:16][N:15]=[C:14]3[NH:18][C:19]([C:21]4[CH2:26][CH2:25][N:24](C(OC(C)(C)C)=O)[CH2:23][CH:22]=4)=[CH:20][C:13]=23)[CH:5]=[CH:6][C:7]=1[C:8](=[O:11])[NH:9][CH3:10].FC(F)(F)C(O)=O.C(Cl)[Cl:42].